Dataset: Full USPTO retrosynthesis dataset with 1.9M reactions from patents (1976-2016). Task: Predict the reactants needed to synthesize the given product. (1) Given the product [Cl:23][C:24]1[CH:36]=[C:35]([CH2:37][NH:38][CH2:39][C:40]([F:41])([F:42])[F:43])[CH:34]=[CH:33][C:25]=1[C:26]([OH:28])=[O:27], predict the reactants needed to synthesize it. The reactants are: BrCC1C=CC(C(OC(C)(C)C)=O)=C(Cl)C=1.FC(F)(F)CN.[Cl:23][C:24]1[CH:36]=[C:35]([CH2:37][NH:38][CH2:39][C:40]([F:43])([F:42])[F:41])[CH:34]=[CH:33][C:25]=1[C:26]([O:28]C(C)(C)C)=[O:27].Cl. (2) Given the product [CH:7]1([CH2:10][N:4]2[CH:5]=[N:6][C:2]([NH2:1])=[N:3]2)[CH2:9][CH2:8]1, predict the reactants needed to synthesize it. The reactants are: [NH2:1][C:2]1[N:6]=[CH:5][NH:4][N:3]=1.[CH:7]1([CH2:10]OS(C)(=O)=O)[CH2:9][CH2:8]1.